This data is from Catalyst prediction with 721,799 reactions and 888 catalyst types from USPTO. The task is: Predict which catalyst facilitates the given reaction. (1) Reactant: [CH3:1][CH:2]([CH3:33])[C:3]1[N:4]=[C:5]([N:27]([CH3:32])[S:28]([CH3:31])(=[O:30])=[O:29])[N:6]=[C:7]([C:20]2[CH:25]=[CH:24][C:23]([F:26])=[CH:22][CH:21]=2)[C:8]=1/[CH:9]=[CH:10]/[C@H:11]([CH2:13][C@H:14]([CH2:16][C:17]([O-:19])=[O:18])[OH:15])[OH:12].[CH3:1][CH:2]([CH3:33])[C:3]1[N:4]=[C:5]([N:27]([CH3:32])[S:28]([CH3:31])(=[O:29])=[O:30])[N:6]=[C:7]([C:20]2[CH:21]=[CH:22][C:23]([F:26])=[CH:24][CH:25]=2)[C:8]=1/[CH:9]=[CH:10]/[C@H:11]([CH2:13][C@H:14]([CH2:16][C:17]([O-:19])=[O:18])[OH:15])[OH:12].[Ca+2].O.Cl. The catalyst class is: 13. Product: [CH3:33][CH:2]([C:3]1[N:4]=[C:5]([N:27]([S:28]([CH3:31])(=[O:29])=[O:30])[CH3:32])[N:6]=[C:7]([C:20]2[CH:21]=[CH:22][C:23]([F:26])=[CH:24][CH:25]=2)[C:8]=1/[CH:9]=[CH:10]/[C@@H:11]([OH:12])[CH2:13][C@@H:14]([OH:15])[CH2:16][C:17]([OH:19])=[O:18])[CH3:1]. (2) Reactant: [NH2:1][C:2]1[CH:6]=[CH:5][NH:4][N:3]=1.O/[CH:8]=[C:9]1\[C:10](=[O:18])[NH:11][C:12]2[C:17]\1=[CH:16][CH:15]=[CH:14][CH:13]=2.[CH3:19][C:20]1[CH:32]=[C:31]([CH3:33])[CH:30]=[C:29]([CH3:34])[C:21]=1[CH2:22]C1C=C(N)NN=1. The catalyst class is: 7. Product: [CH3:22][C:21]1[C:29]([CH3:34])=[CH:30][C:31]([CH3:33])=[CH:32][C:20]=1[CH2:19][C:5]1[CH:6]=[C:2]([NH:1][CH:8]=[C:9]2[C:17]3[C:12](=[CH:13][CH:14]=[CH:15][CH:16]=3)[NH:11][C:10]2=[O:18])[NH:3][N:4]=1. (3) Reactant: C(OC([N:8]1[CH2:31][C@H:30]([O:32][C:33]2[C:42]3[C:37](=[CH:38][C:39]([O:43][CH3:44])=[CH:40][CH:41]=3)[N:36]=[C:35]([C:45]3[CH:50]=[CH:49][CH:48]=[CH:47][CH:46]=3)[CH:34]=2)[CH2:29][C@H:9]1[C:10]([NH:12][C@H:13]([C:17]([NH:19][S:20]([C:23]1[CH:28]=[CH:27][CH:26]=[CH:25][CH:24]=1)(=[O:22])=[O:21])=[O:18])[CH2:14][CH2:15][CH3:16])=[O:11])=O)(C)(C)C.C1(C)C=CC=CC=1. Product: [CH3:44][O:43][C:39]1[CH:38]=[C:37]2[C:42]([C:33]([O:32][C@H:30]3[CH2:31][NH:8][C@H:9]([C:10]([NH:12][C@H:13]([C:17]([NH:19][S:20]([C:23]4[CH:28]=[CH:27][CH:26]=[CH:25][CH:24]=4)(=[O:22])=[O:21])=[O:18])[CH2:14][CH2:15][CH3:16])=[O:11])[CH2:29]3)=[CH:34][C:35]([C:45]3[CH:50]=[CH:49][CH:48]=[CH:47][CH:46]=3)=[N:36]2)=[CH:41][CH:40]=1. The catalyst class is: 157. (4) Reactant: CS(O[C@@H:6]1[CH2:10][CH2:9][N:8]([C:11]2[S:12][C:13]3[CH:19]=[C:18]([Br:20])[CH:17]=[CH:16][C:14]=3[N:15]=2)[CH2:7]1)(=O)=O.[NH:21]1[CH2:25][CH2:24][CH2:23][CH2:22]1.C(=O)([O-])[O-].[K+].[K+].CN(C)C=O. Product: [N:21]1([C@H:6]2[CH2:10][CH2:9][N:8]([C:11]3[S:12][C:13]4[CH:19]=[C:18]([Br:20])[CH:17]=[CH:16][C:14]=4[N:15]=3)[CH2:7]2)[CH2:25][CH2:24][CH2:23][CH2:22]1. The catalyst class is: 27. (5) Reactant: [CH3:1]C(C)([O-])C.[K+].[I-].C[S+](C)(C)=O.[Cl:13][C:14]1[CH:32]=[CH:31][C:17]([O:18][CH2:19][CH:20]2[O:24][N:23]=[C:22]([C:25](=[O:30])[C:26]([CH3:29])([CH3:28])[CH3:27])[CH2:21]2)=[CH:16][CH:15]=1. Product: [Cl:13][C:14]1[CH:15]=[CH:16][C:17]([O:18][CH2:19][CH:20]2[O:24][N:23]=[C:22]([C:25]3([C:26]([CH3:29])([CH3:27])[CH3:28])[CH2:1][O:30]3)[CH2:21]2)=[CH:31][CH:32]=1. The catalyst class is: 16. (6) Reactant: [I:1][C:2]1[CH:7]=[CH:6][C:5]([CH2:8][N:9]2[CH:13]=[CH:12][C:11]([NH:14][C:15]([C:17]3[CH:22]=[CH:21][N:20]=[CH:19][C:18]=3[CH3:23])=[O:16])=[N:10]2)=[C:4]([C:24]([F:27])([F:26])[F:25])[CH:3]=1.[ClH:28].O1CCOCC1. Product: [ClH:28].[I:1][C:2]1[CH:7]=[CH:6][C:5]([CH2:8][N:9]2[CH:13]=[CH:12][C:11]([NH:14][C:15]([C:17]3[CH:22]=[CH:21][N:20]=[CH:19][C:18]=3[CH3:23])=[O:16])=[N:10]2)=[C:4]([C:24]([F:27])([F:25])[F:26])[CH:3]=1. The catalyst class is: 5.